Task: Predict which catalyst facilitates the given reaction.. Dataset: Catalyst prediction with 721,799 reactions and 888 catalyst types from USPTO (1) Reactant: [F:1][C:2]1[CH:3]=[C:4]([CH2:17][C:18]([O:20]C)=[O:19])[CH:5]=[CH:6][C:7]=1[B:8]1[O:12][C:11]([CH3:14])([CH3:13])[C:10]([CH3:16])([CH3:15])[O:9]1.[Li+].[OH-]. Product: [F:1][C:2]1[CH:3]=[C:4]([CH2:17][C:18]([OH:20])=[O:19])[CH:5]=[CH:6][C:7]=1[B:8]1[O:12][C:11]([CH3:13])([CH3:14])[C:10]([CH3:15])([CH3:16])[O:9]1. The catalyst class is: 1. (2) Reactant: [C:1]([C:5]1[CH:6]=[C:7]([CH2:17][CH3:18])[C:8]([O:13]COC)=[C:9]([CH:12]=1)[CH:10]=[O:11])([CH3:4])([CH3:3])[CH3:2]. The catalyst class is: 5. Product: [C:1]([C:5]1[CH:12]=[C:9]([CH:10]=[O:11])[C:8]([OH:13])=[C:7]([CH2:17][CH3:18])[CH:6]=1)([CH3:4])([CH3:3])[CH3:2]. (3) Reactant: C1(N)C(F)=C(F)C(F)=C(N)C=1F.Cl.Cl.[CH:15]([C:17]1[CH:18]=[C:19]2[C:23](=[CH:24][CH:25]=1)[NH:22][CH:21]=[CH:20]2)=O.C(N(C(C)C)CC)(C)C.[B-].[Na+].P([O-])(O)(O)=O.[K+].[N:43]1[C:51]2[CH:50]=[CH:49][N:48]=[CH:47][C:46]=2[NH:45][C:44]=1[C:52]1[C:64]2[C:63]3[C:58](=[CH:59][CH:60]=[CH:61][CH:62]=3)[CH:57]([NH2:65])[C:56]=2[CH:55]=[CH:54][CH:53]=1. Product: [N:43]1[C:51]2[CH:50]=[CH:49][N:48]=[CH:47][C:46]=2[NH:45][C:44]=1[C:52]1[C:64]2[C:63]3[C:58](=[CH:59][CH:60]=[CH:61][CH:62]=3)[CH:57]([NH:65][CH2:15][C:17]3[CH:18]=[C:19]4[C:23](=[CH:24][CH:25]=3)[NH:22][CH:21]=[CH:20]4)[C:56]=2[CH:55]=[CH:54][CH:53]=1. The catalyst class is: 8. (4) Reactant: Cl[C:2](=[N:13][OH:14])[C@H:3]1[CH2:8][CH2:7][C@H:6]([C:9]([O:11][CH3:12])=[O:10])[CH2:5][CH2:4]1.C(O[C:19]([CH3:21])=[CH2:20])(=O)C.C(N(CC)CC)C. Product: [CH3:12][O:11][C:9]([C@H:6]1[CH2:7][CH2:8][C@H:3]([C:2]2[CH:20]=[C:19]([CH3:21])[O:14][N:13]=2)[CH2:4][CH2:5]1)=[O:10]. The catalyst class is: 4.